This data is from Forward reaction prediction with 1.9M reactions from USPTO patents (1976-2016). The task is: Predict the product of the given reaction. Given the reactants [CH2:1]([C:3]1[C:12]([CH2:13][C:14]2[CH:19]=[CH:18][C:17]([S:20]([CH3:23])(=[O:22])=[O:21])=[CH:16][CH:15]=2)=[C:11]([CH3:24])[C:10]2[C:9]([OH:25])=[CH:8][CH:7]=[C:6]([F:26])[C:5]=2[N:4]=1)[CH3:2].[OH-].[Li+].[C:29]([OH:32])(=[O:31])[CH3:30], predict the reaction product. The product is: [CH2:1]([C:3]1[C:12]([CH2:13][C:14]2[CH:19]=[CH:18][C:17]([S:20]([CH3:23])(=[O:21])=[O:22])=[CH:16][CH:15]=2)=[C:11]([CH3:24])[C:10]2[C:5](=[C:6]([F:26])[CH:7]=[CH:8][C:9]=2[O:25][CH2:30][C:29]([OH:32])=[O:31])[N:4]=1)[CH3:2].